This data is from Forward reaction prediction with 1.9M reactions from USPTO patents (1976-2016). The task is: Predict the product of the given reaction. (1) Given the reactants [Br:1][C:2]1[CH:7]=[C:6]([CH:8]2[CH2:13][CH2:12][CH:11]([CH:14]3[CH2:19][CH2:18][CH:17]([CH2:20][CH2:21][CH3:22])[CH2:16][CH2:15]3)[CH2:10][CH2:9]2)[CH:5]=[CH:4][C:3]=1O.[C:24](=[O:27])([O-])[O-].[K+].[K+].[CH2:30](Cl)[C:31]1[CH:36]=[CH:35][CH:34]=[CH:33][CH:32]=1.CN(C=O)C, predict the reaction product. The product is: [Br:1][C:2]1[CH:7]=[C:6]([CH:8]2[CH2:9][CH2:10][CH:11]([CH:14]3[CH2:15][CH2:16][CH:17]([CH2:20][CH2:21][CH3:22])[CH2:18][CH2:19]3)[CH2:12][CH2:13]2)[CH:5]=[CH:4][C:3]=1[CH:30]([O:27][CH:24]([C:3]1[CH:4]=[CH:5][C:6]([CH:8]2[CH2:9][CH2:10][CH:11]([CH:14]3[CH2:19][CH2:18][CH:17]([CH2:20][CH2:21][CH3:22])[CH2:16][CH2:15]3)[CH2:12][CH2:13]2)=[CH:7][C:2]=1[Br:1])[C:2]1[CH:7]=[CH:6][CH:5]=[CH:4][CH:3]=1)[C:31]1[CH:36]=[CH:35][CH:34]=[CH:33][CH:32]=1. (2) Given the reactants [NH:1]1[C:9]2[C:4](=[CH:5][CH:6]=[CH:7][C:8]=2[C:10]([OH:12])=O)[CH:3]=[N:2]1.CN(C(ON1N=NC2C=CC=NC1=2)=[N+](C)C)C.F[P-](F)(F)(F)(F)F.CCN(C(C)C)C(C)C.[C:46]([NH2:55])([C:49]1[CH:54]=[CH:53][CH:52]=[CH:51][CH:50]=1)([CH3:48])[CH3:47], predict the reaction product. The product is: [C:49]1([C:46]([NH:55][C:10]([C:8]2[CH:7]=[CH:6][CH:5]=[C:4]3[C:9]=2[NH:1][N:2]=[CH:3]3)=[O:12])([CH3:48])[CH3:47])[CH:54]=[CH:53][CH:52]=[CH:51][CH:50]=1. (3) Given the reactants [Br:1][C:2]1[CH:3]=[CH:4][C:5]2[C:11]3[S:12][C:13]([C:15]([O:17]C)=[O:16])=[CH:14][C:10]=3[CH2:9][CH2:8][O:7][C:6]=2[CH:19]=1.[OH-].[Li+], predict the reaction product. The product is: [Br:1][C:2]1[CH:3]=[CH:4][C:5]2[C:11]3[S:12][C:13]([C:15]([OH:17])=[O:16])=[CH:14][C:10]=3[CH2:9][CH2:8][O:7][C:6]=2[CH:19]=1. (4) The product is: [CH:37]1([CH2:38][N:22]([C@H:19]2[CH2:20][CH2:21][C@H:16]([C:3]([OH:8])([C:2]([F:33])([F:1])[F:32])[C:4]([F:7])([F:6])[F:5])[CH2:17][CH2:18]2)[S:23]([C:26]2[CH:31]=[CH:30][CH:29]=[CH:28][CH:27]=2)(=[O:24])=[O:25])[CH2:35][CH2:36]1. Given the reactants [F:1][C:2]([F:33])([F:32])[C:3]([C@H:16]1[CH2:21][CH2:20][C@H:19]([NH:22][S:23]([C:26]2[CH:31]=[CH:30][CH:29]=[CH:28][CH:27]=2)(=[O:25])=[O:24])[CH2:18][CH2:17]1)([O:8][Si](CC)(CC)CC)[C:4]([F:7])([F:6])[F:5].[Li][CH2:35][CH2:36][CH2:37][CH3:38].BrCC1CC1.CCCC[N+](CCCC)(CCCC)CCCC.[F-], predict the reaction product.